This data is from Reaction yield outcomes from USPTO patents with 853,638 reactions. The task is: Predict the reaction yield, written as a fraction of the theoretical maximum amount of product (1.0 means a 100% yield; for example, 0.34 means a 34% yield). (1) The reactants are [CH3:1][CH2:2][CH2:3][CH:4]([NH:8][C:9]([C:11]1[CH:12]=[CH:13][C:14]2[O:18][C:17]([SH:19])=[N:16][C:15]=2[CH:20]=1)=[O:10])[CH2:5][CH2:6][CH3:7].N[C:22]1C=C(C=CC=1O)C(NC(CCC)CCC)=O. The catalyst is CCO. The product is [CH3:7][CH2:6][CH2:5][CH:4]([NH:8][C:9]([C:11]1[CH:12]=[CH:13][C:14]2[O:18][C:17]([S:19][CH3:22])=[N:16][C:15]=2[CH:20]=1)=[O:10])[CH2:3][CH2:2][CH3:1]. The yield is 0.550. (2) The reactants are C(N(C(C)C)CC)(C)C.[Cl:10][C:11]1[C:20]2[N:19]=[C:18]([C:21]3[C:30]4[C:25](=[CH:26][CH:27]=[CH:28][CH:29]=4)[CH:24]=[CH:23][CH:22]=3)[O:17][C:16](=[O:31])[C:15]=2[CH:14]=[CH:13][CH:12]=1.[CH:32]1([CH2:38][NH2:39])[CH2:37][CH2:36][CH2:35][CH2:34][CH2:33]1. No catalyst specified. The product is [Cl:10][C:11]1[CH:12]=[CH:13][CH:14]=[C:15]([C:16]([NH:39][CH2:38][CH:32]2[CH2:37][CH2:36][CH2:35][CH2:34][CH2:33]2)=[O:31])[C:20]=1[NH:19][C:18]([C:21]1[C:30]2[C:25](=[CH:26][CH:27]=[CH:28][CH:29]=2)[CH:24]=[CH:23][CH:22]=1)=[O:17]. The yield is 0.250. (3) The reactants are C(OC([N:8]1[C:21]2[C:12](=[C:13]3[C:18](=[CH:19][CH:20]=2)[CH2:17][CH2:16][C@H:15]([C:22]([CH3:30])([CH3:29])[O:23][SiH2:24][C:25]([CH3:28])([CH3:27])[CH3:26])[O:14]3)[CH2:11][CH2:10][CH:9]1O)=O)(C)(C)C. The catalyst is ClC1C=CC=CC=1Cl. The product is [C:25]([SiH2:24][O:23][C:22]([CH3:30])([CH3:29])[C@H:15]1[CH2:16][CH2:17][C:18]2[C:13](=[C:12]3[C:21](=[CH:20][CH:19]=2)[N:8]=[CH:9][CH:10]=[CH:11]3)[O:14]1)([CH3:28])([CH3:26])[CH3:27]. The yield is 0.700. (4) The reactants are C(O[C:4]([C:6]1[C:10]([C:11]2[CH:16]=[CH:15][CH:14]=[CH:13][CH:12]=2)=[CH:9][NH:8][C:7]=1[CH2:17][CH2:18][NH2:19])=[O:5])C.O.[OH-].[Li+].O.[CH2:24]([OH:26])C. No catalyst specified. The product is [O:5]=[C:4]1[C:6]2[C:10]([C:11]3[CH:12]=[CH:13][CH:14]=[CH:15][CH:16]=3)=[C:9]([CH:24]=[O:26])[NH:8][C:7]=2[CH2:17][CH2:18][NH:19]1. The yield is 0.389. (5) The reactants are [CH2:1]1[C:5]2=[C:6]3[C:11](=[CH:12][CH:13]=[C:4]2[NH:3][C:2]1=[O:14])[N:10]=[CH:9][CH:8]=[CH:7]3.[CH3:15][O:16][C:17]1[CH:23]=[CH:22][C:20]([NH2:21])=[CH:19][CH:18]=1.[C:24](O)(=O)C. No catalyst specified. The product is [CH3:15][O:16][C:17]1[CH:23]=[CH:22][C:20]([NH:21]/[CH:24]=[C:1]2\[C:2](=[O:14])[NH:3][C:4]3[C:5]\2=[C:6]2[C:11](=[CH:12][CH:13]=3)[N:10]=[CH:9][CH:8]=[CH:7]2)=[CH:19][CH:18]=1. The yield is 0.540. (6) The reactants are [F:1][C:2]1[CH:3]=[CH:4][C:5]([CH:8]([OH:15])C2C=CC=CC=2)=[N:6][CH:7]=1.[H-].[Na+].Cl[C:19]1[CH:24]=[CH:23][N+:22]([O-:25])=[CH:21][CH:20]=1. The catalyst is CN(C=O)C.C(Cl)Cl. The product is [F:1][C:2]1[CH:3]=[CH:4][C:5]([CH2:8][O:15][C:19]2[CH:24]=[CH:23][N+:22]([O-:25])=[CH:21][CH:20]=2)=[N:6][CH:7]=1. The yield is 0.500. (7) The reactants are Br[C:2]1[CH:3]=[C:4]([C:8]2[N:9]=[C:10]([CH:20]([CH3:22])[CH3:21])[NH:11][C:12]=2[C:13]2[CH:18]=[CH:17][CH:16]=[C:15]([CH3:19])[N:14]=2)[CH:5]=[CH:6][CH:7]=1.[B:23]1([B:23]2[O:27][C:26]([CH3:29])([CH3:28])[C:25]([CH3:31])([CH3:30])[O:24]2)[O:27][C:26]([CH3:29])([CH3:28])[C:25]([CH3:31])([CH3:30])[O:24]1.C([O-])(=O)C.[K+]. The catalyst is CN(C)C=O.C(OCC)(=O)C. The product is [CH:20]([C:10]1[NH:9][C:8]([C:4]2[CH:5]=[CH:6][CH:7]=[C:2]([B:23]3[O:27][C:26]([CH3:29])([CH3:28])[C:25]([CH3:31])([CH3:30])[O:24]3)[CH:3]=2)=[C:12]([C:13]2[CH:18]=[CH:17][CH:16]=[C:15]([CH3:19])[N:14]=2)[N:11]=1)([CH3:22])[CH3:21]. The yield is 1.00. (8) The reactants are [CH2:1]([O:8][N:9]1[C:15](=[O:16])[N:14]2[CH2:17][C@H:10]1[CH2:11][CH2:12][C@H:13]2[C:18]([OH:20])=O)[C:2]1[CH:7]=[CH:6][CH:5]=[CH:4][CH:3]=1.[NH2:21][O:22][C@@H:23]1[CH2:28][CH2:27][CH2:26][N:25]([C:29]([O:31][C:32]([CH3:35])([CH3:34])[CH3:33])=[O:30])[CH2:24]1.ON1C2C=CC=CC=2N=N1.Cl.C(N=C=NCCCN(C)C)C. The catalyst is C(Cl)Cl. The product is [CH2:1]([O:8][N:9]1[C:15](=[O:16])[N:14]2[CH2:17][C@H:10]1[CH2:11][CH2:12][C@H:13]2[C:18]([NH:21][O:22][C@@H:23]1[CH2:28][CH2:27][CH2:26][N:25]([C:29]([O:31][C:32]([CH3:35])([CH3:34])[CH3:33])=[O:30])[CH2:24]1)=[O:20])[C:2]1[CH:3]=[CH:4][CH:5]=[CH:6][CH:7]=1. The yield is 0.820. (9) The reactants are Cl.[N:2]1[CH:7]=[CH:6][CH:5]=[C:4]([NH:8]/[N:9]=[CH:10]/[C:11](O)=O)[CH:3]=1.[Cl:14]N1C(=O)CCC1=O.[C:22]([O:26][CH3:27])(=[O:25])[CH:23]=C.C(=O)(O)[O-].[K+].C(=O)([O-])[O-].[Na+].[Na+]. The catalyst is C(OCC)(=O)C.O. The product is [Cl:14][C:10]1[CH2:11][CH:23]([C:22]([O:26][CH3:27])=[O:25])[N:8]([C:4]2[CH:3]=[N:2][CH:7]=[CH:6][CH:5]=2)[N:9]=1. The yield is 0.625. (10) The reactants are [Cl:1][C:2]1[CH:10]=[C:9]2[C:5]([C:6]([C:11]([OH:13])=O)=[CH:7][NH:8]2)=[CH:4][CH:3]=1.ClC(N(C)C)=C(C)C.[NH:22]1[CH2:27][CH2:26][C:25]2([C:35]3[C:30](=[CH:31][CH:32]=[CH:33][CH:34]=3)[C:29](=[O:36])[NH:28]2)[CH2:24][CH2:23]1.C(N(CC)CC)C. The catalyst is ClCCl.CN(C)C=O. The product is [Cl:1][C:2]1[CH:10]=[C:9]2[C:5]([C:6]([C:11]([N:22]3[CH2:27][CH2:26][C:25]4([C:35]5[C:30](=[CH:31][CH:32]=[CH:33][CH:34]=5)[C:29](=[O:36])[NH:28]4)[CH2:24][CH2:23]3)=[O:13])=[CH:7][NH:8]2)=[CH:4][CH:3]=1. The yield is 0.220.